Dataset: Catalyst prediction with 721,799 reactions and 888 catalyst types from USPTO. Task: Predict which catalyst facilitates the given reaction. (1) Reactant: [Br:1][C:2]1[CH:3]=[CH:4][C:5](F)=[C:6]([CH:9]=1)[CH:7]=[O:8].[CH3:11][NH:12][CH2:13][CH2:14][CH3:15].C(=O)([O-])[O-].[Na+].[Na+]. Product: [Br:1][C:2]1[CH:3]=[CH:4][C:5]([N:12]([CH3:11])[CH2:13][CH2:14][CH3:15])=[C:6]([CH:9]=1)[CH:7]=[O:8]. The catalyst class is: 58. (2) Product: [CH3:1][C@H:2]1[N:7]2[C:8]3[C:9]([O:15][C:16]([F:19])([F:17])[F:18])=[CH:10][CH:11]=[CH:12][C:13]=3[CH:14]=[C:6]2[CH2:5][NH:4][CH2:3]1. The catalyst class is: 7. Reactant: [CH3:1][C@H:2]1[N:7]2[C:8]3[C:9]([O:15][C:16]([F:19])([F:18])[F:17])=[CH:10][CH:11]=[CH:12][C:13]=3[CH:14]=[C:6]2[C:5](=O)[NH:4][CH2:3]1.[H-].[Al+3].[Li+].[H-].[H-].[H-].C(C(C(C([O-])=O)O)O)([O-])=O.[K+].[Na+]. (3) Reactant: Cl[C:2]1[C:7]([C:8]#[N:9])=[CH:6][N:5]=[C:4]([NH:10][C:11]([N:13]2[C:22]3[C:17](=[CH:18][CH:19]=[C:20]([CH:23]([O:26][CH3:27])[O:24][CH3:25])[N:21]=3)[CH2:16][CH2:15][CH2:14]2)=[O:12])[CH:3]=1.[NH:28]1[CH2:33][CH2:32][O:31][CH2:30][CH2:29]1. Product: [C:8]([C:7]1[C:2]([N:28]2[CH2:33][CH2:32][O:31][CH2:30][CH2:29]2)=[CH:3][C:4]([NH:10][C:11]([N:13]2[C:22]3[C:17](=[CH:18][CH:19]=[C:20]([CH:23]([O:26][CH3:27])[O:24][CH3:25])[N:21]=3)[CH2:16][CH2:15][CH2:14]2)=[O:12])=[N:5][CH:6]=1)#[N:9]. The catalyst class is: 474. (4) Reactant: Br[C:2]1[CH:3]=[C:4]([S:15][C:16]2[CH:21]=[CH:20][CH:19]=[CH:18][CH:17]=2)[C:5]([NH:8][C:9]2[S:10][CH:11]=[C:12]([CH3:14])[N:13]=2)=[N:6][CH:7]=1.C[Li].C([Li])CCC.[O:29]1[CH2:34][CH2:33][CH:32]([CH:35]=[O:36])[CH2:31][CH2:30]1.[NH4+].[Cl-:38].Cl. Product: [ClH:38].[CH3:14][C:12]1[N:13]=[C:9]([NH:8][C:5]2[N:6]=[CH:7][C:2]([CH:35]([CH:32]3[CH2:33][CH2:34][O:29][CH2:30][CH2:31]3)[OH:36])=[CH:3][C:4]=2[S:15][C:16]2[CH:21]=[CH:20][CH:19]=[CH:18][CH:17]=2)[S:10][CH:11]=1. The catalyst class is: 1.